Dataset: Experimentally validated miRNA-target interactions with 360,000+ pairs, plus equal number of negative samples. Task: Binary Classification. Given a miRNA mature sequence and a target amino acid sequence, predict their likelihood of interaction. (1) The miRNA is mmu-miR-200c-3p with sequence UAAUACUGCCGGGUAAUGAUGGA. Result: 1 (interaction). The protein sequence of the target gene is MEARDKQVLRSLRLELGAEVLVEGLVLQYLYQEGILTENHIQEIKAQTTGLRKTMLLLDILPSRGPKAFDTFLDSLQEFPWVREKLEKAREEVTAELPTGDWMAGIPSHILSSSPSDQQINQLAQRLGPEWEPVVLSLGLSQTDIYRCKANHPHNVHSQVVEAFVRWRQRFGKQATFLSLHKGLQAVEADPSLLQHMLE. (2) The protein sequence of the target gene is MNPSMKQKQEEIKENIKNSSVPRRTLKMIQPSASGSLVGRENELSAGLSKRKHRNDHLTSTTSSPGVIVPESSENKNLGGVTQESFDLMIKENPSSQYWKEVAEKRRKALYEALKENEKLHKEIEQKDNEIARLKKENKELAEVAEHVQYMAELIERLNGEPLDNFESLDNQEFDSEEETVEDSLVEDSEIGTCAEGTVSSSTDAKPCI. The miRNA is hsa-miR-4511 with sequence GAAGAACUGUUGCAUUUGCCCU. Result: 1 (interaction). (3) The miRNA is hsa-miR-466 with sequence AUACACAUACACGCAACACACAU. The protein sequence of the target gene is MTHLQAGLSPETLEKARLELNENPDTLHQDIQEVRDMVITRPDIGFLRTDDAFILRFLRARKFHHFEAFRLLAQYFEYRQQNLDMFKSFKATDPGIKQALKDGFPGGLANLDHYGRKILVLFAANWDQSRYTLVDILRAILLSLEAMIEDPELQVNGFVLIIDWSNFTFKQASKLTPNMLRLAIEGLQDSFPARFGGIHFVNQPWYIHALYTVIRPFLKEKTRKRIFLHGNNLNSLHQLIHPEILPSEFGGMLPPYDMGTWARTLLDHEYDDDSEYNVDSYNMPVKDVDKELSPKSMKRS.... Result: 0 (no interaction). (4) The miRNA is hsa-miR-6756-3p with sequence UCCCCUUCCUCCCUGCCCAG. The protein sequence of the target gene is MWDLVLSIALSVGCTGAVPLIQSRIVGGWECEKHSQPWQVAVYSHGWAHCGGVLVHPQWVLTAAHCLKKNSQVWLGRHNLFEPEDTGQRVPVSHSFPHPLYNMSLLKHQSLRPDEDSSHDLMLLRLSEPAKITDVVKVLGLPTQEPALGTTCYASGWGSIEPEEFLRPRSLQCVSLHLLSNDMCARAYSEKVTEFMLCAGLWTGGKDTCGGDSGGPLVCNGVLQGITSWGPEPCALPEKPAVYTKVVHYRKWIKDTIAANP. Result: 1 (interaction).